From a dataset of Forward reaction prediction with 1.9M reactions from USPTO patents (1976-2016). Predict the product of the given reaction. Given the reactants [NH2:1][CH:2]1[C:11]2[CH:10]=[N:9][CH:8]=[C:7]([C:12]3[CH:19]=[CH:18][C:15]([C:16]#[N:17])=[CH:14][CH:13]=3)[C:6]=2[CH2:5][CH2:4][CH2:3]1.[CH2:20]([S:22](Cl)(=[O:24])=[O:23])[CH3:21].CCN(CC)CC, predict the reaction product. The product is: [C:16]([C:15]1[CH:14]=[CH:13][C:12]([C:7]2[C:6]3[CH2:5][CH2:4][CH2:3][CH:2]([NH:1][S:22]([CH2:20][CH3:21])(=[O:24])=[O:23])[C:11]=3[CH:10]=[N:9][CH:8]=2)=[CH:19][CH:18]=1)#[N:17].